Predict the reactants needed to synthesize the given product. From a dataset of Full USPTO retrosynthesis dataset with 1.9M reactions from patents (1976-2016). The reactants are: [CH2:1]([N:8]1[CH:13]2[CH2:14][CH2:15][CH:9]1[C:10](=O)[NH:11][CH2:12]2)[C:2]1[CH:7]=[CH:6][CH:5]=[CH:4][CH:3]=1.[H-].[H-].[H-].[H-].[Li+].[Al+3].[OH-].[Na+].N. Given the product [CH2:1]([N:8]1[CH:13]2[CH2:14][CH2:15][CH:9]1[CH2:10][NH:11][CH2:12]2)[C:2]1[CH:3]=[CH:4][CH:5]=[CH:6][CH:7]=1, predict the reactants needed to synthesize it.